Dataset: Full USPTO retrosynthesis dataset with 1.9M reactions from patents (1976-2016). Task: Predict the reactants needed to synthesize the given product. (1) Given the product [NH2:7][C:8]1[N:13]=[C:12]([C:14]2[CH:15]=[CH:16][C:17]3[N:18]([CH:20]=[C:21]([C:23]([NH:25][C:26]4[S:27][CH:28]=[CH:29][N:30]=4)=[O:24])[N:22]=3)[CH:19]=2)[CH:11]=[CH:10][CH:9]=1, predict the reactants needed to synthesize it. The reactants are: CC(C)(OC([NH:7][C:8]1[N:13]=[C:12]([C:14]2[CH:15]=[CH:16][C:17]3[N:18]([CH:20]=[C:21]([C:23]([NH:25][C:26]4[S:27][CH:28]=[CH:29][N:30]=4)=[O:24])[N:22]=3)[CH:19]=2)[CH:11]=[CH:10][CH:9]=1)=O)C.Cl. (2) Given the product [CH2:13]([O:12][C:10](=[O:11])[C:9](=[O:15])[CH2:8][S:1][C:2]1[S:3][CH2:4][CH2:5][N:6]=1)[CH3:14], predict the reactants needed to synthesize it. The reactants are: [SH:1][C:2]1[S:3][CH:4]=[CH:5][N:6]=1.Br[CH2:8][C:9](=[O:15])[C:10]([O:12][CH2:13][CH3:14])=[O:11]. (3) The reactants are: [OH:1][C:2]1[CH:3]=[C:4]([CH2:8][C:9]([O:11][CH2:12][CH3:13])=[O:10])[CH:5]=[CH:6][CH:7]=1.[H-].[Na+].[CH2:16](Cl)[O:17][CH3:18]. Given the product [CH3:16][O:17][CH2:18][O:1][C:2]1[CH:3]=[C:4]([CH2:8][C:9]([O:11][CH2:12][CH3:13])=[O:10])[CH:5]=[CH:6][CH:7]=1, predict the reactants needed to synthesize it. (4) The reactants are: [C:1]([C:3]1[C:4]([C:19]([F:22])([F:21])[F:20])=[C:5]2[C:9](=[CH:10][CH:11]=1)[N:8]([C:12]([CH3:17])([CH3:16])[C:13]([OH:15])=O)[C:7]([CH3:18])=[CH:6]2)#[N:2].[F:23][C:24]1[CH:29]=[CH:28][C:27]([C:30](=[NH:33])[NH:31]O)=[CH:26][CH:25]=1.CN(C(ON1N=NC2C=CC=NC1=2)=[N+](C)C)C.F[P-](F)(F)(F)(F)F.CCN(C(C)C)C(C)C.CCN=C=NCCCN(C)C.Cl. Given the product [F:23][C:24]1[CH:29]=[CH:28][C:27]([C:30]2[N:33]=[C:13]([C:12]([N:8]3[C:9]4[C:5](=[C:4]([C:19]([F:21])([F:22])[F:20])[C:3]([C:1]#[N:2])=[CH:11][CH:10]=4)[CH:6]=[C:7]3[CH3:18])([CH3:17])[CH3:16])[O:15][N:31]=2)=[CH:26][CH:25]=1, predict the reactants needed to synthesize it. (5) Given the product [Cl:1][C:2]1[CH:7]=[CH:6][C:5]([NH:8][C:9]2[CH:18]=[CH:17][CH:16]=[C:15]3[C:10]=2[CH2:11][CH2:12][N:13]([CH2:20][C@H:21]([OH:22])[CH2:25][OH:24])[C:14]3=[O:19])=[CH:4][C:3]=1[C:28]1[NH:29][C:30]([C:33]2[CH:38]=[CH:37][CH:36]=[CH:35][CH:34]=2)=[CH:31][N:32]=1, predict the reactants needed to synthesize it. The reactants are: [Cl:1][C:2]1[CH:7]=[CH:6][C:5]([NH:8][C:9]2[CH:18]=[CH:17][CH:16]=[C:15]3[C:10]=2[CH2:11][CH2:12][N:13]([CH2:20][C@H:21]2[CH2:25][O:24]C(C)(C)[O:22]2)[C:14]3=[O:19])=[CH:4][C:3]=1[C:28]1[NH:29][C:30]([C:33]2[CH:38]=[CH:37][CH:36]=[CH:35][CH:34]=2)=[CH:31][N:32]=1.C(O)(C(F)(F)F)=O. (6) Given the product [Br:14][C:9]1[C:8]2[C:3]3[C:2](=[CH:7][CH:6]=[CH:5][CH:4]=3)[C:26]([CH3:27])([C:29]3[CH:34]=[CH:33][CH:32]=[CH:31][CH:30]=3)[C:13]=2[CH:12]=[CH:11][CH:10]=1, predict the reactants needed to synthesize it. The reactants are: Br[C:2]1[CH:7]=[CH:6][CH:5]=[CH:4][C:3]=1[C:8]1[CH:13]=[CH:12][CH:11]=[CH:10][C:9]=1[Br:14].[Li]CCCC.CCCCCC.[C:26]([C:29]1[CH:34]=[CH:33][CH:32]=[CH:31][CH:30]=1)(=O)[CH3:27].